Dataset: M1 muscarinic receptor antagonist screen with 61,756 compounds. Task: Binary Classification. Given a drug SMILES string, predict its activity (active/inactive) in a high-throughput screening assay against a specified biological target. (1) The molecule is Fc1ccc(Cn2nnnc2C(N2CCN(C3CCCCC3)CC2)C(C)C)cc1. The result is 0 (inactive). (2) The drug is S(Cc1oc(C(=O)N2CCN(CC2)c2nnc(N3CCOCC3)cc2)cc1)Cc1c(F)cccc1. The result is 1 (active). (3) The compound is OC1(c2cc3CC(Nc3cc2)C)C(=O)c2c(C1=O)cccc2. The result is 0 (inactive). (4) The molecule is s1c(C(=O)NCC(CNC(=O)c2sccc2)(C)C)ccc1. The result is 0 (inactive). (5) The molecule is O=C(N1CCCC1)N(CCc1cc(OC)c(OC)cc1)Cc1cc2c([nH]c1=O)c(ccc2)C. The result is 0 (inactive). (6) The compound is O(c1c(Cn2ccnc2)cc(OC)c(Cn2ccnc2)c1)C. The result is 0 (inactive).